This data is from Catalyst prediction with 721,799 reactions and 888 catalyst types from USPTO. The task is: Predict which catalyst facilitates the given reaction. (1) Reactant: Br[C:2]1[CH:3]=[C:4]([NH:16][C:17]2[C:26]3[C:21](=[CH:22][C:23]([F:28])=[CH:24][C:25]=3[F:27])[N:20]=[C:19]([C:29]3[CH:34]=[CH:33][CH:32]=[CH:31][N:30]=3)[C:18]=2[CH3:35])[C:5]([C:8]2[CH:13]=[CH:12][C:11]([O:14][CH3:15])=[CH:10][CH:9]=2)=[N:6][CH:7]=1.C1(P(C2CCCCC2)C2(C(C)C)CC(C(C)C)=CC(C(C)C)=C2C2C=CC=CC=2)CCCCC1.CC(C)([O-])C.[Na+].[NH:76]1[CH2:81][CH2:80][O:79][CH2:78][CH2:77]1.C([O-])([O-])=O.[Na+].[Na+]. The catalyst class is: 101. Product: [F:27][C:25]1[CH:24]=[C:23]([F:28])[CH:22]=[C:21]2[C:26]=1[C:17]([NH:16][C:4]1[C:5]([C:8]3[CH:13]=[CH:12][C:11]([O:14][CH3:15])=[CH:10][CH:9]=3)=[N:6][CH:7]=[C:2]([N:76]3[CH2:81][CH2:80][O:79][CH2:78][CH2:77]3)[CH:3]=1)=[C:18]([CH3:35])[C:19]([C:29]1[CH:34]=[CH:33][CH:32]=[CH:31][N:30]=1)=[N:20]2. (2) Reactant: [F:1][C:2]([F:27])([F:26])[O:3][C:4]1[CH:9]=[CH:8][C:7]([S:10]([N:13]2[CH2:18][CH2:17][N:16](C(OC(C)(C)C)=O)[CH2:15][CH2:14]2)(=[O:12])=[O:11])=[CH:6][CH:5]=1.Cl.O1CCOCC1. Product: [F:27][C:2]([F:1])([F:26])[O:3][C:4]1[CH:9]=[CH:8][C:7]([S:10]([N:13]2[CH2:14][CH2:15][NH:16][CH2:17][CH2:18]2)(=[O:12])=[O:11])=[CH:6][CH:5]=1. The catalyst class is: 2. (3) Reactant: C(OC([N:8]1[CH2:12][C@H:11]([S:13]([CH3:16])(=[O:15])=[O:14])[CH2:10][C@H:9]1[C:17](=[O:24])[NH:18][C:19]1([C:22]#[N:23])[CH2:21][CH2:20]1)=O)(C)(C)C.[F:25][C:26]([F:31])([F:30])[C:27]([OH:29])=[O:28]. Product: [F:25][C:26]([F:31])([F:30])[C:27]([OH:29])=[O:28].[C:22]([C:19]1([NH:18][C:17]([C@@H:9]2[CH2:10][C@@H:11]([S:13]([CH3:16])(=[O:15])=[O:14])[CH2:12][NH:8]2)=[O:24])[CH2:20][CH2:21]1)#[N:23]. The catalyst class is: 4. (4) Reactant: COC1C=CC(C[N:8]([CH2:19][C:20]2[CH:25]=[CH:24][CH:23]=[C:22]([C:26]3[C:38]4[C:37]5[CH2:36][CH2:35][CH2:34][CH2:33][C:32]=5[C:31](=[O:39])[NH:30][C:29]=4[N:28]([CH3:40])[N:27]=3)[CH:21]=2)C(=O)OCC2C=CC=CC=2)=CC=1. Product: [NH2:8][CH2:19][C:20]1[CH:21]=[C:22]([C:26]2[C:38]3[C:37]4[CH2:36][CH2:35][CH2:34][CH2:33][C:32]=4[C:31](=[O:39])[NH:30][C:29]=3[N:28]([CH3:40])[N:27]=2)[CH:23]=[CH:24][CH:25]=1. The catalyst class is: 55. (5) The catalyst class is: 3. Reactant: [Br:1][C:2]1[CH:9]=[CH:8][C:5]([CH:6]=[O:7])=[C:4]([OH:10])[CH:3]=1.C(=O)([O-])[O-].[K+].[K+].[CH2:17](Br)[CH:18]=[CH2:19].O. Product: [CH2:19]([O:10][C:4]1[CH:3]=[C:2]([Br:1])[CH:9]=[CH:8][C:5]=1[CH:6]=[O:7])[CH:18]=[CH2:17]. (6) Reactant: [CH:1](=O)[CH2:2][CH2:3][CH2:4][CH2:5][CH2:6][CH3:7].[CH2:9]([O:16][NH2:17])[C:10]1[CH:15]=[CH:14][CH:13]=[CH:12][CH:11]=1. Product: [CH2:9]([O:16][N:17]=[CH:1][CH2:2][CH2:3][CH2:4][CH2:5][CH2:6][CH3:7])[C:10]1[CH:15]=[CH:14][CH:13]=[CH:12][CH:11]=1. The catalyst class is: 1. (7) Reactant: [NH2:1][C:2]1[C:3]([OH:21])=[C:4]([S:9]([N:12]([CH2:14][CH2:15][N:16]([CH2:19][CH3:20])[CH2:17][CH3:18])[CH3:13])(=[O:11])=[O:10])[C:5]([Cl:8])=[CH:6][CH:7]=1.[Cl:22][C:23]1[C:24](=[O:29])[C:25](=[O:28])[C:26]=1Cl. Product: [Cl:8][C:5]1[C:4]([S:9]([N:12]([CH2:14][CH2:15][N:16]([CH2:19][CH3:20])[CH2:17][CH3:18])[CH3:13])(=[O:11])=[O:10])=[C:3]([OH:21])[C:2]([NH:1][C:26]2[C:25](=[O:28])[C:24](=[O:29])[C:23]=2[Cl:22])=[CH:7][CH:6]=1. The catalyst class is: 1. (8) Reactant: [NH2:1][C:2]1[C:6]2[CH:7]=[C:8]3[CH2:15][CH2:14][CH2:13][CH2:12][CH2:11][C:9]3=[N:10][C:5]=2[S:4][C:3]=1[C:16]([NH:18][C:19]1[S:20][C:21]([C:24]2[CH:29]=[CH:28][CH:27]=[CH:26][CH:25]=2)=[N:22][N:23]=1)=[O:17].[CH2:30](I)[CH2:31][CH2:32][CH3:33].C(Cl)Cl. Product: [CH2:30]([NH:1][C:2]1[C:6]2[CH:7]=[C:8]3[CH2:15][CH2:14][CH2:13][CH2:12][CH2:11][C:9]3=[N:10][C:5]=2[S:4][C:3]=1[C:16]([NH:18][C:19]1[S:20][C:21]([C:24]2[CH:25]=[CH:26][CH:27]=[CH:28][CH:29]=2)=[N:22][N:23]=1)=[O:17])[CH2:31][CH2:32][CH3:33]. The catalyst class is: 37.